Dataset: Forward reaction prediction with 1.9M reactions from USPTO patents (1976-2016). Task: Predict the product of the given reaction. (1) Given the reactants Cl.[NH:2]1[C@H:6]([C:7]([O:9][CH2:10][C:11]2[CH:16]=[CH:15][CH:14]=[CH:13][CH:12]=2)=[O:8])[CH2:5][C@@H:4]2[CH2:17][CH2:18][CH2:19][C@H:3]12.[C:20](O[C:20]([O:22][C:23]([CH3:26])([CH3:25])[CH3:24])=[O:21])([O:22][C:23]([CH3:26])([CH3:25])[CH3:24])=[O:21].C(N(CC)CC)C.O1CCCC1, predict the reaction product. The product is: [N:2]1([C:20]([O:22][C:23]([CH3:26])([CH3:25])[CH3:24])=[O:21])[C@H:6]([C:7]([O:9][CH2:10][C:11]2[CH:16]=[CH:15][CH:14]=[CH:13][CH:12]=2)=[O:8])[CH2:5][C@@H:4]2[CH2:17][CH2:18][CH2:19][C@H:3]12. (2) Given the reactants [CH:1]1([C:7]2[C:15]3[C:10](=[CH:11][C:12]([C:16]([O:18][C:19]([CH3:22])([CH3:21])[CH3:20])=[O:17])=[CH:13][CH:14]=3)[NH:9][C:8]=2[C:23]2[CH:28]=[CH:27][C:26]([F:29])=[CH:25][C:24]=2[CH:30]=[O:31])[CH2:6][CH2:5][CH2:4][CH2:3][CH2:2]1.Br[C:33]1C=CC(F)=CC=1C(=O)C, predict the reaction product. The product is: [C:30]([C:24]1[CH:25]=[C:26]([F:29])[CH:27]=[CH:28][C:23]=1[C:8]1[NH:9][C:10]2[C:15]([C:7]=1[CH:1]1[CH2:2][CH2:3][CH2:4][CH2:5][CH2:6]1)=[CH:14][CH:13]=[C:12]([C:16]([O:18][C:19]([CH3:20])([CH3:21])[CH3:22])=[O:17])[CH:11]=2)(=[O:31])[CH3:33]. (3) Given the reactants [CH2:1]([NH:8][C:9]1[C:14]([C:15]#[N:16])=[CH:13][N:12]=[C:11](Cl)[CH:10]=1)[C:2]1[CH:7]=[CH:6][CH:5]=[CH:4][CH:3]=1.[NH2:18][C:19]1[CH:24]=[CH:23][CH:22]=[C:21]([CH3:25])[CH:20]=1.CC1C=CC(S(O)(=O)=O)=CC=1.O, predict the reaction product. The product is: [CH2:1]([NH:8][C:9]1[C:14]([C:15]#[N:16])=[CH:13][N:12]=[C:11]([NH:18][C:19]2[CH:20]=[C:21]([CH3:25])[CH:22]=[CH:23][CH:24]=2)[CH:10]=1)[C:2]1[CH:7]=[CH:6][CH:5]=[CH:4][CH:3]=1.